This data is from Forward reaction prediction with 1.9M reactions from USPTO patents (1976-2016). The task is: Predict the product of the given reaction. The product is: [CH3:16][C:8]1[C:7]2[O:6][CH:5]=[CH:4][C:12]=2[C:11]([N+:13]([O-:15])=[O:14])=[CH:10][CH:9]=1. Given the reactants O.CO[CH:4](OC)[CH2:5][O:6][C:7]1[CH:12]=[C:11]([N+:13]([O-:15])=[O:14])[CH:10]=[CH:9][C:8]=1[CH3:16], predict the reaction product.